This data is from TCR-epitope binding with 47,182 pairs between 192 epitopes and 23,139 TCRs. The task is: Binary Classification. Given a T-cell receptor sequence (or CDR3 region) and an epitope sequence, predict whether binding occurs between them. (1) The epitope is LPPIVAKEI. The TCR CDR3 sequence is CSASIDGGTLNPYEQYF. Result: 0 (the TCR does not bind to the epitope). (2) The epitope is SGPLKAEIAQRLED. The TCR CDR3 sequence is CASSPRLGGSYEQYF. Result: 0 (the TCR does not bind to the epitope). (3) The epitope is YSEHPTFTSQY. The TCR CDR3 sequence is CASNRDRTDTQYF. Result: 0 (the TCR does not bind to the epitope). (4) The epitope is KPLEFGATSAAL. The TCR CDR3 sequence is CASSIGKTEAFF. Result: 1 (the TCR binds to the epitope). (5) The epitope is HPKVSSEVHI. The TCR CDR3 sequence is CASWRGGAETQYF. Result: 0 (the TCR does not bind to the epitope).